Predict the reaction yield, written as a fraction of the theoretical maximum amount of product (1.0 means a 100% yield; for example, 0.34 means a 34% yield). From a dataset of Reaction yield outcomes from USPTO patents with 853,638 reactions. The reactants are [NH2:1][C:2]1[CH:7]=[CH:6][C:5]([N+:8]([O-:10])=[O:9])=[CH:4][C:3]=1[SH:11].C(=O)([O-])[O-].[K+].[K+].Br[CH2:19][C:20](OC)=[O:21]. The catalyst is CN(C=O)C. The product is [N+:8]([C:5]1[CH:6]=[CH:7][C:2]2[NH:1][C:20](=[O:21])[CH2:19][S:11][C:3]=2[CH:4]=1)([O-:10])=[O:9]. The yield is 0.740.